Dataset: Full USPTO retrosynthesis dataset with 1.9M reactions from patents (1976-2016). Task: Predict the reactants needed to synthesize the given product. (1) Given the product [C:2]1([NH:1][C:8](=[O:9])[O:10][C:11]([CH3:14])([CH3:13])[CH3:12])[CH:7]=[CH:6][CH:5]=[CH:4][CH:3]=1, predict the reactants needed to synthesize it. The reactants are: [NH2:1][C:2]1[CH:7]=[CH:6][CH:5]=[CH:4][CH:3]=1.[C:8](O[C:8]([O:10][C:11]([CH3:14])([CH3:13])[CH3:12])=[O:9])([O:10][C:11]([CH3:14])([CH3:13])[CH3:12])=[O:9]. (2) Given the product [CH:14]12[O:9][CH:15]1[CH2:16][N:12]([C:17]([O:19][CH2:20][C:21]1[CH:30]=[CH:29][C:28]3[C:23](=[CH:24][CH:25]=[CH:26][CH:27]=3)[CH:22]=1)=[O:18])[CH2:13]2, predict the reactants needed to synthesize it. The reactants are: C1C=C(Cl)C=C(C(OO)=[O:9])C=1.[N:12]1([C:17]([O:19][CH2:20][C:21]2[CH:30]=[CH:29][C:28]3[C:23](=[CH:24][CH:25]=[CH:26][CH:27]=3)[CH:22]=2)=[O:18])[CH2:16][CH:15]=[CH:14][CH2:13]1.